From a dataset of Reaction yield outcomes from USPTO patents with 853,638 reactions. Predict the reaction yield, written as a fraction of the theoretical maximum amount of product (1.0 means a 100% yield; for example, 0.34 means a 34% yield). (1) The reactants are C[O:2][C:3]([C:5]1[N:6]=[CH:7][C:8]2[N:9]([CH:20]=[N:21][CH:22]=2)[C:10]=1[NH:11][C:12]1[CH:17]=[CH:16][C:15]([I:18])=[CH:14][C:13]=1[F:19])=[O:4].[OH-].C[Sn+](C)C. The catalyst is ClCCCl. The product is [F:19][C:13]1[CH:14]=[C:15]([I:18])[CH:16]=[CH:17][C:12]=1[NH:11][C:10]1[N:9]2[CH:20]=[N:21][CH:22]=[C:8]2[CH:7]=[N:6][C:5]=1[C:3]([OH:4])=[O:2]. The yield is 0.977. (2) The reactants are [O:1]1[CH2:6][C:5](=O)[NH:4][C:3]2[N:8]=[CH:9][CH:10]=[CH:11][C:2]1=2.[H-].[Al+3].[Li+].[H-].[H-].[H-].[OH-].[Na+].O. The catalyst is C1COCC1. The product is [O:1]1[CH2:6][CH2:5][NH:4][C:3]2[N:8]=[CH:9][CH:10]=[CH:11][C:2]1=2. The yield is 0.850. (3) The reactants are [CH2:1]([C:3]1[CH:8]=[C:7]([CH3:9])[NH:6][C:5](=[O:10])[C:4]=1[CH2:11][NH:12]C(=O)OC(C)(C)C)[CH3:2].[ClH:20]. The catalyst is O1CCOCC1. The product is [ClH:20].[NH2:12][CH2:11][C:4]1[C:5](=[O:10])[NH:6][C:7]([CH3:9])=[CH:8][C:3]=1[CH2:1][CH3:2]. The yield is 0.779. (4) The reactants are [CH3:1][O:2][CH2:3][C:4]1([NH:17][C:18]2[CH:23]=[CH:22][CH:21]=[CH:20][CH:19]=2)[CH2:9][CH2:8][N:7]([CH2:10][CH2:11][C:12]2[S:13][CH:14]=[CH:15][CH:16]=2)[CH2:6][CH2:5]1.[C:24]([Cl:28])(=[O:27])[CH2:25][CH3:26].C(N(CC)CC)C.[OH-].[NH4+].N#N.[ClH:40]. The catalyst is ClCCl.O. The product is [ClH:28].[CH3:1][O:2][CH2:3][C:4]1([N:17]([C:18]2[CH:23]=[CH:22][CH:21]=[CH:20][CH:19]=2)[C:24](=[O:27])[CH2:25][CH3:26])[CH2:9][CH2:8][N:7]([CH2:10][CH2:11][C:12]2[S:13][CH:14]=[CH:15][CH:16]=2)[CH2:6][CH2:5]1.[CH3:26][CH2:25][C:24]([N:17]([C:4]1([CH2:3][O:2][CH3:1])[CH2:9][CH2:8][N:7]([CH2:10][CH2:11][C:12]2[S:13][CH:14]=[CH:15][CH:16]=2)[CH2:6][CH2:5]1)[C:18]1[CH:23]=[CH:22][CH:21]=[CH:20][CH:19]=1)=[O:27].[ClH:40]. The yield is 0.932. (5) The product is [CH:26]1([CH2:25][NH:24][C:21]([C:17]2[S:16][C:15](/[CH:14]=[CH:13]/[C:12]3[C:8]([C:5]4[CH:4]=[CH:3][C:2]([F:1])=[CH:7][N:6]=4)=[N:9][O:10][CH:11]=3)=[N:19][C:18]=2[CH3:20])=[O:23])[CH2:28][CH2:27]1. No catalyst specified. The reactants are [F:1][C:2]1[CH:3]=[CH:4][C:5]([C:8]2[C:12](/[CH:13]=[CH:14]/[C:15]3[S:16][C:17]([C:21]([OH:23])=O)=[C:18]([CH3:20])[N:19]=3)=[CH:11][O:10][N:9]=2)=[N:6][CH:7]=1.[NH2:24][CH2:25][CH:26]1[CH2:28][CH2:27]1. The yield is 0.440. (6) The reactants are [C:1](=[O:16])([O:4][C:5]1[CH:10]=[CH:9][C:8]([Br:11])=[CH:7][C:6]=1[C:12]([CH3:15])([CH3:14])[CH3:13])[O:2][CH3:3].[N+:17]([O-])([O-:19])=[O:18].[K+]. The catalyst is OS(O)(=O)=O. The product is [C:1](=[O:16])([O:4][C:5]1[CH:10]=[C:9]([N+:17]([O-:19])=[O:18])[C:8]([Br:11])=[CH:7][C:6]=1[C:12]([CH3:13])([CH3:15])[CH3:14])[O:2][CH3:3]. The yield is 0.600.